From a dataset of Reaction yield outcomes from USPTO patents with 853,638 reactions. Predict the reaction yield, written as a fraction of the theoretical maximum amount of product (1.0 means a 100% yield; for example, 0.34 means a 34% yield). (1) The reactants are [CH2:1]([C:3]1[CH:4]=[N:5][N:6]([CH3:18])[C:7]=1[C:8]1[CH:9]=[C:10]([C:14]([O:16]C)=[O:15])[S:11][C:12]=1[CH3:13])[CH3:2].[OH-].[Na+]. The catalyst is O1CCCC1. The product is [CH2:1]([C:3]1[CH:4]=[N:5][N:6]([CH3:18])[C:7]=1[C:8]1[CH:9]=[C:10]([C:14]([OH:16])=[O:15])[S:11][C:12]=1[CH3:13])[CH3:2]. The yield is 1.00. (2) The reactants are [C:1]([OH:5])(=[O:4])[CH2:2][OH:3].C([N:10]([C:16]([O:18][CH2:19][C:20]1[CH:25]=[CH:24][CH:23]=[CH:22][CH:21]=1)=[O:17])[CH2:11][CH2:12][C:13]([OH:15])=[O:14])(C)(C)C. The catalyst is C(O)=O. The product is [C:1]([OH:5])(=[O:4])[CH2:2][OH:3].[C:16]([NH:10][CH2:11][CH2:12][C:13]([OH:15])=[O:14])([O:18][CH2:19][C:20]1[CH:25]=[CH:24][CH:23]=[CH:22][CH:21]=1)=[O:17]. The yield is 0.800. (3) The reactants are C([O:5][C:6](=[O:16])[CH:7]([CH2:11][S:12](Cl)(=[O:14])=[O:13])[CH:8]([CH3:10])C)(C)(C)C.[CH2:17]1[C:22]2[NH:23][C:24]3[C:29]([C:21]=2[CH2:20][CH2:19][NH:18]1)=[CH:28][CH:27]=[CH:26][CH:25]=3.C(N(CC)CC)C.FC(F)(F)C(O)=O. The catalyst is ClCCl.ClCCl.CO. The product is [CH2:17]1[C:22]2[NH:23][C:24]3[C:29](=[CH:28][CH:27]=[CH:26][CH:25]=3)[C:21]=2[CH2:20][CH2:19][N:18]1[S:12]([CH2:11][CH:7]([CH2:8][CH3:10])[C:6]([OH:5])=[O:16])(=[O:13])=[O:14]. The yield is 0.190. (4) The reactants are [CH3:1][S:2]([O:5][CH2:6][C@@H:7]([NH:9][C:10]([O:12][C:13]([CH3:16])([CH3:15])[CH3:14])=[O:11])[CH3:8])(=[O:4])=[O:3].OC[C@H](NC(=O)OC(C)(C)C)C.C(N(CC)CC)C.CS(Cl)(=O)=O. The catalyst is C(Cl)Cl.O. The product is [CH3:1][S:2]([O:5][CH2:6][C@H:7]([NH:9][C:10]([O:12][C:13]([CH3:14])([CH3:16])[CH3:15])=[O:11])[CH3:8])(=[O:4])=[O:3]. The yield is 0.980. (5) The reactants are [CH2:1]([O:3][C:4]1[CH:5]=[C:6]([CH:12]([NH2:18])[CH2:13][S:14]([CH3:17])(=[O:16])=[O:15])[CH:7]=[CH:8][C:9]=1[O:10][CH3:11])[CH3:2].[C:19]([NH:22][C@H:23]([C:28]([OH:30])=[O:29])[CH2:24][CH:25]([CH3:27])[CH3:26])(=[O:21])[CH3:20]. The catalyst is CO. The product is [C:19]([NH:22][C@H:23]([C:28]([OH:30])=[O:29])[CH2:24][CH:25]([CH3:26])[CH3:27])(=[O:21])[CH3:20].[CH2:1]([O:3][C:4]1[CH:5]=[C:6]([C@H:12]([NH2:18])[CH2:13][S:14]([CH3:17])(=[O:16])=[O:15])[CH:7]=[CH:8][C:9]=1[O:10][CH3:11])[CH3:2]. The yield is 0.900. (6) The reactants are Br[C:2]1[CH:7]=[C:6]([F:8])[CH:5]=[CH:4][C:3]=1[O:9][CH3:10].C([Li])CCC.[CH3:16][C:17]([CH3:19])=[O:18]. The catalyst is C1COCC1. The product is [F:8][C:6]1[CH:5]=[CH:4][C:3]([O:9][CH3:10])=[C:2]([C:17]([OH:18])([CH3:19])[CH3:16])[CH:7]=1. The yield is 0.850. (7) The reactants are Br[C:2]1[CH:3]=[N:4][C:5]([C:8]([NH:10][C@H:11]2[CH2:15][CH2:14][N:13]([C:16]3[C:17]4[N:18]([CH:22]=[CH:23][CH:24]=4)[CH:19]=[CH:20][N:21]=3)[CH2:12]2)=[O:9])=[N:6][CH:7]=1.[F:25][C:26]1[CH:31]=[CH:30][C:29](B(O)O)=[CH:28][CH:27]=1.C([O-])([O-])=O.[K+].[K+]. The catalyst is CN(C=O)C.O.C1C=CC(P(C2C=CC=CC=2)[C-]2C=CC=C2)=CC=1.C1C=CC(P(C2C=CC=CC=2)[C-]2C=CC=C2)=CC=1.Cl[Pd]Cl.[Fe+2]. The product is [F:25][C:26]1[CH:31]=[CH:30][C:29]([C:2]2[CH:3]=[N:4][C:5]([C:8]([NH:10][C@H:11]3[CH2:15][CH2:14][N:13]([C:16]4[C:17]5[N:18]([CH:22]=[CH:23][CH:24]=5)[CH:19]=[CH:20][N:21]=4)[CH2:12]3)=[O:9])=[N:6][CH:7]=2)=[CH:28][CH:27]=1. The yield is 0.370. (8) The reactants are [O:1]1[C:5]2[CH:6]=[CH:7][C:8]([C:10]3[CH:15]=[CH:14][C:13]([C:16]4[N:17]([CH2:22][C@@H:23]5[CH2:27][CH2:26][N:25]([C:28]([CH:30]6[CH2:32][CH2:31]6)=[O:29])[CH2:24]5)[C:18](=[O:21])[NH:19][N:20]=4)=[CH:12][C:11]=3[F:33])=[CH:9][C:4]=2[CH:3]=[CH:2]1.[C:34]([O-])([O-])=O.[K+].[K+].IC. The catalyst is CC#N. The product is [O:1]1[C:5]2[CH:6]=[CH:7][C:8]([C:10]3[CH:15]=[CH:14][C:13]([C:16]4[N:17]([CH2:22][C@@H:23]5[CH2:27][CH2:26][N:25]([C:28]([CH:30]6[CH2:31][CH2:32]6)=[O:29])[CH2:24]5)[C:18](=[O:21])[N:19]([CH3:34])[N:20]=4)=[CH:12][C:11]=3[F:33])=[CH:9][C:4]=2[CH:3]=[CH:2]1. The yield is 0.569. (9) The reactants are Cl[C:2]1[N:7]=[C:6]([NH:8][CH:9]2[CH2:17][C:16]3[C:11](=[CH:12][CH:13]=[CH:14][CH:15]=3)[CH2:10]2)[N:5]=[C:4]([NH:18][CH2:19][C:20]2[CH:29]=[CH:28][C:23]([C:24]([O:26][CH3:27])=[O:25])=[CH:22][CH:21]=2)[N:3]=1.[NH3:30].[NH4+].[Cl-]. The catalyst is O1CCOCC1.CCOC(C)=O. The product is [CH3:27][O:26][C:24](=[O:25])[C:23]1[CH:28]=[CH:29][C:20]([CH2:19][NH:18][C:4]2[N:3]=[C:2]([NH2:30])[N:7]=[C:6]([NH:8][CH:9]3[CH2:17][C:16]4[C:11](=[CH:12][CH:13]=[CH:14][CH:15]=4)[CH2:10]3)[N:5]=2)=[CH:21][CH:22]=1. The yield is 0.940. (10) The yield is 0.780. The catalyst is CC(C)=O.O. The reactants are [F:1][C:2]1[CH:7]=[CH:6][C:5]([C:8]2[C:13]([C:14]([O:16][CH3:17])=[O:15])=[C:12]([CH:18]([CH3:20])[CH3:19])[N:11]=[C:10](OS(C(F)(F)F)(=O)=O)[N:9]=2)=[CH:4][CH:3]=1.[CH3:29][NH:30][S:31]([CH3:34])(=[O:33])=[O:32].C(=O)([O-])[O-].[K+].[K+].C(OCCCC)(=O)C. The product is [F:1][C:2]1[CH:7]=[CH:6][C:5]([C:8]2[C:13]([C:14]([O:16][CH3:17])=[O:15])=[C:12]([CH:18]([CH3:20])[CH3:19])[N:11]=[C:10]([N:30]([CH3:29])[S:31]([CH3:34])(=[O:33])=[O:32])[N:9]=2)=[CH:4][CH:3]=1.